This data is from Peptide-MHC class I binding affinity with 185,985 pairs from IEDB/IMGT. The task is: Regression. Given a peptide amino acid sequence and an MHC pseudo amino acid sequence, predict their binding affinity value. This is MHC class I binding data. (1) The peptide sequence is KLYEGDLRV. The MHC is HLA-A02:11 with pseudo-sequence HLA-A02:11. The binding affinity (normalized) is 1.00. (2) The peptide sequence is FSGKGPLRMV. The MHC is HLA-B51:01 with pseudo-sequence HLA-B51:01. The binding affinity (normalized) is 0.0253. (3) The MHC is HLA-B45:01 with pseudo-sequence HLA-B45:01. The peptide sequence is LEGSISYSEL. The binding affinity (normalized) is 0.288. (4) The peptide sequence is VTNRHEEKF. The MHC is HLA-A30:01 with pseudo-sequence HLA-A30:01. The binding affinity (normalized) is 0.213. (5) The peptide sequence is YPPPRYITV. The MHC is HLA-B58:01 with pseudo-sequence HLA-B58:01. The binding affinity (normalized) is 0.0847. (6) The peptide sequence is KSYEHQTPF. The MHC is BoLA-AW10 with pseudo-sequence BoLA-AW10. The binding affinity (normalized) is 0.0641. (7) The peptide sequence is KLVGKLNWA. The MHC is HLA-A02:02 with pseudo-sequence HLA-A02:02. The binding affinity (normalized) is 0.766. (8) The peptide sequence is LLEGEESRI. The MHC is HLA-A02:03 with pseudo-sequence HLA-A02:03. The binding affinity (normalized) is 0.369.